From a dataset of Full USPTO retrosynthesis dataset with 1.9M reactions from patents (1976-2016). Predict the reactants needed to synthesize the given product. (1) The reactants are: [NH2:1][C:2]1[S:3][C:4]2[CH:10]=[CH:9][CH:8]=[CH:7][C:5]=2[N:6]=1.[CH3:11][O:12][C:13]1[CH:21]=[C:20]([O:22][CH3:23])[CH:19]=[CH:18][C:14]=1[C:15](Cl)=[O:16].Cl. Given the product [O:12]([C:13]1[CH:21]=[C:20]([O:22][CH3:23])[CH:19]=[CH:18][C:14]=1[C:15]([NH:1][C:2]1[S:3][C:4]2[CH:10]=[CH:9][CH:8]=[CH:7][C:5]=2[N:6]=1)=[O:16])[CH3:11], predict the reactants needed to synthesize it. (2) The reactants are: [C:1]1([CH:7]([C:31]2[CH:36]=[CH:35][CH:34]=[CH:33][CH:32]=2)[N:8]2[C:16]3[C:11](=[CH:12][CH:13]=[CH:14][C:15]=3[F:17])[C:10](O)([C:18]3[C:27]([OH:28])=[CH:26][C:21]4[O:22][CH2:23][CH2:24][O:25][C:20]=4[CH:19]=3)[C:9]2=[O:30])[CH:6]=[CH:5][CH:4]=[CH:3][CH:2]=1.C([SiH](CC)CC)C. Given the product [C:31]1([CH:7]([C:1]2[CH:2]=[CH:3][CH:4]=[CH:5][CH:6]=2)[N:8]2[C:16]3[C:11](=[CH:12][CH:13]=[CH:14][C:15]=3[F:17])[CH:10]([C:18]3[C:27]([OH:28])=[CH:26][C:21]4[O:22][CH2:23][CH2:24][O:25][C:20]=4[CH:19]=3)[C:9]2=[O:30])[CH:32]=[CH:33][CH:34]=[CH:35][CH:36]=1, predict the reactants needed to synthesize it. (3) Given the product [CH3:45][S:46]([N:23]1[CH2:24][CH2:25][N:20]([C:17]2[CH:16]=[CH:15][C:14]([C:11]3[N:12]=[C:13]4[C:5]([C:3](=[O:4])[C:2]([CH3:35])([CH3:34])[CH3:1])=[CH:6][N:7]([CH2:26][O:27][CH2:28][CH2:29][Si:30]([CH3:31])([CH3:33])[CH3:32])[C:8]4=[N:9][CH:10]=3)=[CH:19][CH:18]=2)[CH2:21][CH2:22]1)(=[O:48])=[O:47], predict the reactants needed to synthesize it. The reactants are: [CH3:1][C:2]([CH3:35])([CH3:34])[C:3]([C:5]1[C:13]2[C:8](=[N:9][CH:10]=[C:11]([C:14]3[CH:19]=[CH:18][C:17]([N:20]4[CH2:25][CH2:24][NH:23][CH2:22][CH2:21]4)=[CH:16][CH:15]=3)[N:12]=2)[N:7]([CH2:26][O:27][CH2:28][CH2:29][Si:30]([CH3:33])([CH3:32])[CH3:31])[CH:6]=1)=[O:4].C(N(C(C)C)CC)(C)C.[CH3:45][S:46](Cl)(=[O:48])=[O:47]. (4) Given the product [CH3:14][C:15]([CH3:19])([CH3:18])[CH2:16][O:9][C:8](=[O:10])[C:7]([CH3:12])([CH3:11])[C:6]([O:5][C:1]([CH3:4])([CH3:2])[CH3:3])=[O:13], predict the reactants needed to synthesize it. The reactants are: [C:1]([O:5][C:6](=[O:13])[C:7]([CH3:12])([CH3:11])[C:8]([OH:10])=[O:9])([CH3:4])([CH3:3])[CH3:2].[CH3:14][C:15]([CH3:19])([CH3:18])[CH2:16]O.ClCCl.CCN=C=NCCCN(C)C. (5) Given the product [F:2][C:3]1[CH:8]=[CH:7][C:6]([C:9]2[N:10]=[C:11]([C:31]3[CH:32]=[CH:33][CH:34]=[CH:35][CH:36]=3)[N:12]([CH2:20][CH2:21][C@H:22]3[O:30][C:26](=[O:28])[CH2:25][C@H:24]([OH:29])[CH2:23]3)[C:13]=2[C:14]2[CH:19]=[CH:18][N:17]=[CH:16][N:15]=2)=[CH:5][CH:4]=1, predict the reactants needed to synthesize it. The reactants are: [Ca+2].[F:2][C:3]1[CH:8]=[CH:7][C:6]([C:9]2[N:10]=[C:11]([C:31]3[CH:36]=[CH:35][CH:34]=[CH:33][CH:32]=3)[N:12]([CH2:20][CH2:21][C@@H:22]([OH:30])[CH2:23][C@@H:24]([OH:29])[CH2:25][C:26]([O-:28])=O)[C:13]=2[C:14]2[CH:19]=[CH:18][N:17]=[CH:16][N:15]=2)=[CH:5][CH:4]=1.[F:2][C:3]1[CH:4]=[CH:5][C:6]([C:9]2[N:10]=[C:11]([C:31]3[CH:32]=[CH:33][CH:34]=[CH:35][CH:36]=3)[N:12]([CH2:20][CH2:21][C@@H:22]([OH:30])[CH2:23][C@@H:24]([OH:29])[CH2:25][C:26]([O-:28])=O)[C:13]=2[C:14]2[CH:19]=[CH:18][N:17]=[CH:16][N:15]=2)=[CH:7][CH:8]=1.FC(F)(F)C(O)=O.C(=O)([O-])O.[Na+].Cl. (6) The reactants are: [Cl:1][C:2]1[CH:3]=[C:4]([NH:10][C:11]2[N:16]=[CH:15][C:14]([N:17]3[CH2:22][CH2:21][N:20](C(OC(C)(C)C)=O)[CH2:19][C@@H:18]3[CH3:30])=[CH:13][CH:12]=2)[C:5]([O:8]C)=[N:6][CH:7]=1. Given the product [Cl:1][C:2]1[CH:3]=[C:4]([NH:10][C:11]2[CH:12]=[CH:13][C:14]([N:17]3[CH2:22][CH2:21][NH:20][CH2:19][C@@H:18]3[CH3:30])=[CH:15][N:16]=2)[C:5](=[O:8])[NH:6][CH:7]=1, predict the reactants needed to synthesize it. (7) Given the product [Cl:32][C:33]1[CH:38]=[C:37]([N:39]([CH2:48][O:49][CH2:50][CH2:51][Si:52]([CH3:55])([CH3:54])[CH3:53])[CH2:40][O:41][CH2:42][CH2:43][Si:44]([CH3:47])([CH3:45])[CH3:46])[N:36]2[N:56]=[CH:57][C:58]([C:6]3[CH:7]=[N:8][C:9]4[C:4]([CH:5]=3)=[CH:3][C:2]([F:1])=[CH:11][CH:10]=4)=[C:35]2[N:34]=1, predict the reactants needed to synthesize it. The reactants are: [F:1][C:2]1[CH:3]=[C:4]2[C:9](=[CH:10][CH:11]=1)[N:8]=[CH:7][C:6](B1OC(C)(C)C(C)(C)O1)=[CH:5]2.[O-]P([O-])([O-])=O.[K+].[K+].[K+].C(Cl)Cl.[Cl:32][C:33]1[CH:38]=[C:37]([N:39]([CH2:48][O:49][CH2:50][CH2:51][Si:52]([CH3:55])([CH3:54])[CH3:53])[CH2:40][O:41][CH2:42][CH2:43][Si:44]([CH3:47])([CH3:46])[CH3:45])[N:36]2[N:56]=[CH:57][C:58](I)=[C:35]2[N:34]=1.